Task: Predict the reaction yield, written as a fraction of the theoretical maximum amount of product (1.0 means a 100% yield; for example, 0.34 means a 34% yield).. Dataset: Reaction yield outcomes from USPTO patents with 853,638 reactions (1) The reactants are [C:1]1([C:7]2[S:8][CH:9]=[C:10]([CH2:12][O:13][C:14]3[CH:19]=[CH:18][C:17]([CH2:20]O)=[CH:16][N:15]=3)[N:11]=2)[CH:6]=[CH:5][CH:4]=[CH:3][CH:2]=1.S(Cl)([Cl:24])=O. No catalyst specified. The product is [Cl:24][CH2:20][C:17]1[CH:18]=[CH:19][C:14]([O:13][CH2:12][C:10]2[N:11]=[C:7]([C:1]3[CH:6]=[CH:5][CH:4]=[CH:3][CH:2]=3)[S:8][CH:9]=2)=[N:15][CH:16]=1. The yield is 0.760. (2) The reactants are [N+:1]([C:4]1[CH:9]=[CH:8][C:7]([C:10]2([C:13]([O:15][CH3:16])=[O:14])[CH2:12][CH2:11]2)=[CH:6][CH:5]=1)([O-])=O. The catalyst is CO.[Ni]. The product is [NH2:1][C:4]1[CH:5]=[CH:6][C:7]([C:10]2([C:13]([O:15][CH3:16])=[O:14])[CH2:12][CH2:11]2)=[CH:8][CH:9]=1. The yield is 0.660. (3) The reactants are Cl.[NH:2]1[CH2:6][CH2:5][C@H:4]([OH:7])[CH2:3]1.C(N(CC)CC)C.[O:15]1[CH2:20][CH2:19][CH:18]([C:21](Cl)=[O:22])[CH2:17][CH2:16]1.CCOC(C)=O. The catalyst is C(Cl)Cl. The product is [OH:7][C@H:4]1[CH2:5][CH2:6][N:2]([C:21]([CH:18]2[CH2:19][CH2:20][O:15][CH2:16][CH2:17]2)=[O:22])[CH2:3]1. The yield is 0.980. (4) The reactants are C(Cl)(Cl)Cl.[F:5][C:6]([F:24])([F:23])[O:7][C:8]1[CH:13]=[CH:12][C:11]([CH:14]2[C:18]([OH:19])=[C:17]([C:20]([CH3:22])=[O:21])[CH2:16][S:15]2)=[CH:10][CH:9]=1.S(Cl)(Cl)(=O)=O. The catalyst is O. The product is [F:24][C:6]([F:5])([F:23])[O:7][C:8]1[CH:9]=[CH:10][C:11]([C:14]2[S:15][CH:16]=[C:17]([C:20]([CH3:22])=[O:21])[C:18]=2[OH:19])=[CH:12][CH:13]=1. The yield is 0.830. (5) The reactants are [CH2:1]([O:3][C:4]([C:6]1[CH:11]=[CH:10][C:9]([C:12]2[CH:25]=[CH:24][C:15]([O:16][CH2:17][CH2:18][O:19][CH2:20][C:21](O)=[O:22])=[CH:14][CH:13]=2)=[CH:8][CH:7]=1)=[O:5])[CH3:2].Cl.[NH2:27][C@@H:28]([C:54]([CH3:57])([CH3:56])[CH3:55])[C:29]([N:31]1[CH2:35][C@H:34]([OH:36])[CH2:33][C@H:32]1[C:37]([NH:39][C@H:40]([C:42]1[CH:47]=[CH:46][C:45]([C:48]2[S:52][CH:51]=[N:50][C:49]=2[CH3:53])=[CH:44][CH:43]=1)C)=[O:38])=[O:30].F[B-](F)(F)F.N1(OC(N(C)C)=[N+](C)C)C2C=CC=CC=2N=N1.C(N(C(C)C)CC)(C)C. The catalyst is ClCCl. The product is [OH:36][C@H:34]1[CH2:35][N:31]([C:29](=[O:30])[C@@H:28]([NH:27][C:21]([CH2:20][O:19][CH2:18][CH2:17][O:16][C:15]2[CH:24]=[CH:25][C:12]([C:9]3[CH:10]=[CH:11][C:6]([C:4]([O:3][CH2:1][CH3:2])=[O:5])=[CH:7][CH:8]=3)=[CH:13][CH:14]=2)=[O:22])[C:54]([CH3:55])([CH3:57])[CH3:56])[C@H:32]([C:37](=[O:38])[NH:39][CH2:40][C:42]2[CH:43]=[CH:44][C:45]([C:48]3[S:52][CH:51]=[N:50][C:49]=3[CH3:53])=[CH:46][CH:47]=2)[CH2:33]1. The yield is 0.860. (6) The reactants are C(OC([N:8]1[CH:13]([CH3:14])[CH2:12][N:11]([C:15](=[O:30])[C:16]2[CH:21]=[CH:20][C:19]([C:22]3[CH:23]=[N:24][C:25]([NH2:29])=[C:26]([OH:28])[CH:27]=3)=[CH:18][CH:17]=2)[CH2:10][CH:9]1[CH3:31])=O)(C)(C)C.Br[CH:33]([C:35]1[CH:40]=[CH:39][CH:38]=[C:37]([C:41]([F:44])([F:43])[F:42])[CH:36]=1)[CH3:34].[H-].[Na+]. The catalyst is CN(C=O)C. The product is [NH2:29][C:25]1[N:24]=[CH:23][C:22]([C:19]2[CH:20]=[CH:21][C:16]([C:15]([N:11]3[CH2:12][CH:13]([CH3:14])[NH:8][CH:9]([CH3:31])[CH2:10]3)=[O:30])=[CH:17][CH:18]=2)=[CH:27][C:26]=1[O:28][CH:33]([C:35]1[CH:40]=[CH:39][CH:38]=[C:37]([C:41]([F:42])([F:43])[F:44])[CH:36]=1)[CH3:34]. The yield is 0.257. (7) The yield is 0.820. The reactants are [NH2:1][C:2]1[CH:17]=[CH:16][CH:15]=[C:14]([O:18]C)[C:3]=1[C:4]([NH:6][CH2:7][C:8]1[CH:13]=[CH:12][CH:11]=[CH:10][CH:9]=1)=[O:5].C(S)CCCCCCCCCCC.C[O-].[Na+]. The product is [NH2:1][C:2]1[CH:17]=[CH:16][CH:15]=[C:14]([OH:18])[C:3]=1[C:4]([NH:6][CH2:7][C:8]1[CH:13]=[CH:12][CH:11]=[CH:10][CH:9]=1)=[O:5]. The catalyst is CN(C=O)C.